The task is: Regression. Given two drug SMILES strings and cell line genomic features, predict the synergy score measuring deviation from expected non-interaction effect.. This data is from NCI-60 drug combinations with 297,098 pairs across 59 cell lines. (1) Cell line: MALME-3M. Synergy scores: CSS=24.8, Synergy_ZIP=-0.197, Synergy_Bliss=-1.22, Synergy_Loewe=-8.45, Synergy_HSA=-0.854. Drug 2: C1C(C(OC1N2C=NC3=C2NC=NCC3O)CO)O. Drug 1: COC1=C(C=C2C(=C1)N=CN=C2NC3=CC(=C(C=C3)F)Cl)OCCCN4CCOCC4. (2) Synergy scores: CSS=48.2, Synergy_ZIP=-1.48, Synergy_Bliss=-1.06, Synergy_Loewe=-9.14, Synergy_HSA=0.926. Cell line: OVCAR-5. Drug 2: CCC1(C2=C(COC1=O)C(=O)N3CC4=CC5=C(C=CC(=C5CN(C)C)O)N=C4C3=C2)O.Cl. Drug 1: CC1=C2C(C(=O)C3(C(CC4C(C3C(C(C2(C)C)(CC1OC(=O)C(C(C5=CC=CC=C5)NC(=O)OC(C)(C)C)O)O)OC(=O)C6=CC=CC=C6)(CO4)OC(=O)C)OC)C)OC. (3) Synergy scores: CSS=53.4, Synergy_ZIP=0.331, Synergy_Bliss=-0.892, Synergy_Loewe=-12.7, Synergy_HSA=-0.409. Drug 2: C1=CC(=CC=C1C#N)C(C2=CC=C(C=C2)C#N)N3C=NC=N3. Drug 1: C1=NC2=C(N1)C(=S)N=C(N2)N. Cell line: OVCAR3.